This data is from Experimentally validated miRNA-target interactions with 360,000+ pairs, plus equal number of negative samples. The task is: Binary Classification. Given a miRNA mature sequence and a target amino acid sequence, predict their likelihood of interaction. (1) The miRNA is mmu-miR-132-3p with sequence UAACAGUCUACAGCCAUGGUCG. The protein sequence of the target gene is MDKILEGLVSSSHPLPLKRMIVRKVVEFAEHWLDEAQCEAMFDLTTRLILEGQDPFQRQVGHQVLEAYARYHRPEFESFFNKTFVLGLLQQGYHSVDRKDVAILDYIHNGLKLIMSCPSVLDLFSLLQVEVLRMVCERPEPVLCARLSDLLTDFVQCVPKGKLSVTFCQQLVRTIGHFQCVSTQEKELREYVSQVTKVSTLLQNIWKAEPSTLLPSLQEVFASISSTDASFEPSVALASLVQHIPLQMITVLIRSLTTDPNVKDASMTQALCRMIDWLSWPLAQHVDTWVIALLKGLAAV.... Result: 0 (no interaction). (2) The miRNA is mmu-miR-1195 with sequence UGAGUUCGAGGCCAGCCUGCUCA. The protein sequence of the target gene is MGDPNSRKKQALNRLRAQLRKKKESLADQFDFKMYIAFVFKEKKKKSALFEVSEVIPVMTNNYEENILKGVRDSSYSLESSLELLQKDVVQLHAPRYQSMRRDVIGCTQEMDFILWPRNDIEKIVCLLFSRWKESDEPFRPVQAKFEFHHGDYEKQFLHVLSRKDKTGIVVNNPNQSVFLFIDRQHLQTPKNKATIFKLCSICLYLPQEQLTHWAVGTIEDHLRPYMPE. Result: 0 (no interaction). (3) The miRNA is hsa-miR-6722-3p with sequence UGCAGGGGUCGGGUGGGCCAGG. The protein sequence of the target gene is MGGLFSRWRTKPSTVEVLESIDKEIQALEEFREKNQRLQKLWVGRLILYSSVLYLFTCLIVYLWYLPDEFTARLAMTLPFFAFPLIIWSIRTVIIFFFSKRTERNNEALDDLKSQRKKILEEVMEKETYKTAKLILERFDPDSKKAKECEPPSAGAAVTARPGQEIRQRTAAQRNLSPTPASPNQGPPPQVPVSPGPPKDSSAPGGPPERTVTPALSSNVLPRHLGSPATSVPGMGLHPPGPPLARPILPRERGALDRIVEYLVGDGPQNRYALICQQCFSHNGMALKEEFEYIAFRCAY.... Result: 1 (interaction). (4) The miRNA is hsa-miR-568 with sequence AUGUAUAAAUGUAUACACAC. Result: 0 (no interaction). The protein sequence of the target gene is MSPPLLKLGAVLSTMAMISNWMSQTLPSLVGLNTTRLSTPDTLTQISPKEGWQVYSSAQDPDGRCICTVVAPEQNLCSRDAKSRQLRQLLEKVQNMSQSIEVLNLRTQRDFQYVLKMETQMKGLKAKFRQIEDDRKTLMTKHFQELKEKMDELLPLIPVLEQYKTDAKLITQFKEEIRNLSAVLTGIQEEIGAYDYEELHQRVLSLETRLRDCMKKLTCGKLMKITGPVTVKTSGTRFGAWMTDPLASEKNNRVWYMDSYTNNKIVREYKSIADFVSGAESRTYNLPFKWAGTNHVVYNG.... (5) The protein sequence of the target gene is MTSPAKFKKDKEIIAEYDTQVKEIRAQLTEQMKCLDQQCELRVQLLQDLQDFFRKKAEIEMDYSRNLEKLAEHFLAKTRSTKDQQFKKDQNVLSPVNCWNLLLNQVKWESRDHTTLSDIYLNNIIPRFVQVSEDSGRLFKKSKEVGQQLQDDLMKVLNELYSVMKTYHMYNADSISAQSKLKEAEKQEEKQIGKSVKQEDRQTPCSPDSTANVRIEEKHVRRSSVKKIEKMKEKHQAKYTENKLKAIKAQNEYLLALEATNASVFKYYIHDLSDLIDQCCDLGYHASLNRALRTFLSAEL.... Result: 0 (no interaction). The miRNA is hsa-miR-4652-3p with sequence GUUCUGUUAACCCAUCCCCUCA. (6) The miRNA is hsa-miR-519d-3p with sequence CAAAGUGCCUCCCUUUAGAGUG. The protein sequence of the target gene is MPLRDKYCQTDHHHHGCCEPVYILEPGDPPLLQQPLQTSKSGIQQIIECFRSGTKQLKHILLKDVDTIFECKLCRSLFRGLPNLITHKKFYCPPSLQMDDNLPDVNDKQSQAINDLLEAIYPSVDKREYIIKLEPIETNQNAVFQYISRTDNPIEVTESSSTPEQTEVQIQETSTEQSKTVPVTDTEVETVEPPPVEIVTDEVAPTSDEQPQESQADLETSDNSDFGHQLICCLCRKEFNSRRGVRRHIRKVHKKKMEELKKYIETRKNPNQSSKGRSKNVLVPLSRSCPVCCKSFATKA.... Result: 1 (interaction). (7) The miRNA is hsa-miR-1292-3p with sequence UCGCGCCCCGGCUCCCGUUC. The protein sequence of the target gene is MASASTQPAALSAEQAKVVLAEVIQAFSAPENAVRMDEARDNACNDMGKMLQFVLPVATQIQQEVIKAYGFSCDGEGVLKFARLVKSYEAQDPEIASLSGKLKALFLPPMTLPPHGPAAGGSVAAS. Result: 0 (no interaction). (8) The miRNA is hsa-miR-454-5p with sequence ACCCUAUCAAUAUUGUCUCUGC. The protein sequence of the target gene is MDERLLGPPPPGGGRGGLGLVGAEPGGPGEPPGGGDPGGGSGGVPGGRGKQDIGDILQQIMTITDQSLDEAQAKKHALNCHRMKPALFSVLCEIKEKTGLSIRSSQEEEPVDPQLMRLDNMLLAEGVAGPEKGGGSAAAAAAAAASGGGVSPDNSIEHSDYRSKLAQIRHIYHSELEKYEQACNEFTTHVMNLLREQSRTRPVAPKEMERMVSIIHRKFSAIQMQLKQSTCEAVMILRSRFLDARRKRRNFSKQATEVLNEYFYSHLSNPYPSEEAKEELAKKCGITVSQVSNWFGNKRI.... Result: 0 (no interaction). (9) Result: 1 (interaction). The protein sequence of the target gene is MSVGCACPGCSSKSFKLYSPKEPPNGNAFPPFHPGTMLDRDVGPTPMYPPTYLEPGIGRHTPYGNQTDYRIFELNKRLQNWTEECDNLWWDAFTTEFFEDDAMLTITFCLEDGPKRYTIGRTLIPRYFRSIFEGGATELYYVLKHPKEAFHSNFVSLDCDQGSMVTQHGKPMFTQVCVEGRLYLEFMFDDMMRIKTWHFSIRQHRELIPRSILAMHAQDPQMLDQLSKNITRCGLSNSTLNYLRLCVILEPMQELMSRHKTYSLSPRDCLKTCLFQKWQRMVAPPAEPTRQQPSKRRKRK.... The miRNA is hsa-miR-6773-3p with sequence ACUGUCACUUCUCUGCCCAUAG. (10) The miRNA is hsa-miR-130a-3p with sequence CAGUGCAAUGUUAAAAGGGCAU. The protein sequence of the target gene is MSSGYSSLEEDEDFFFTARTSFFRRAPPGKSRSGQPDVEKEKETHNYLSKEEIKEKVHKYNSAVTDKLKMTLNSNGIYTGFIKVQMELCKPAQPSPEPSSGGCMNTLHISSTNTVGEVIEALLRKFLVTESPTKFALYKRCHREDQVYACKLSDREHPLYLRLVAGPRTDTLSFVLREHEIGEWEAFSLPELQNFLRILDKEEDEQLQSLKRRYTAYRQKLEEALGEVWKPG. Result: 0 (no interaction).